This data is from Full USPTO retrosynthesis dataset with 1.9M reactions from patents (1976-2016). The task is: Predict the reactants needed to synthesize the given product. (1) Given the product [F:1][C:2]1[C:3]([C:22]([NH:25][CH2:26][C:27]2([C:40]3[CH:44]=[C:43]([CH3:45])[O:42][N:41]=3)[CH2:32][CH2:31][N:30]([C:33]([O:35][C:36]([CH3:39])([CH3:38])[CH3:37])=[O:34])[CH2:29][CH2:28]2)=[O:24])=[N:4][CH:5]=[CH:6][C:7]=1[S:8][C:9]1[S:13][C:12]([NH:14][C:15]2[CH:20]=[C:19]([CH3:21])[CH:18]=[CH:17][N:16]=2)=[N:11][CH:10]=1, predict the reactants needed to synthesize it. The reactants are: [F:1][C:2]1[C:3]([C:22]([OH:24])=O)=[N:4][CH:5]=[CH:6][C:7]=1[S:8][C:9]1[S:13][C:12]([NH:14][C:15]2[CH:20]=[C:19]([CH3:21])[CH:18]=[CH:17][N:16]=2)=[N:11][CH:10]=1.[NH2:25][CH2:26][C:27]1([C:40]2[CH:44]=[C:43]([CH3:45])[O:42][N:41]=2)[CH2:32][CH2:31][N:30]([C:33]([O:35][C:36]([CH3:39])([CH3:38])[CH3:37])=[O:34])[CH2:29][CH2:28]1. (2) Given the product [CH3:22][C:23]1[C:28]([CH3:29])=[CH:27][CH:26]=[CH:25][C:24]=1[N:30]1[CH2:31][CH2:32][N:33]([CH2:20][CH2:19][CH2:18][C:9]2[CH:10]=[C:11]([C:12]3[CH:17]=[CH:16][CH:15]=[CH:14][CH:13]=3)[N:7]([C:1]3[CH:6]=[CH:5][CH:4]=[CH:3][CH:2]=3)[N:8]=2)[CH2:34][CH2:35]1, predict the reactants needed to synthesize it. The reactants are: [C:1]1([N:7]2[C:11]([C:12]3[CH:17]=[CH:16][CH:15]=[CH:14][CH:13]=3)=[CH:10][C:9]([CH2:18][CH2:19][CH:20]=O)=[N:8]2)[CH:6]=[CH:5][CH:4]=[CH:3][CH:2]=1.[CH3:22][C:23]1[C:28]([CH3:29])=[CH:27][CH:26]=[CH:25][C:24]=1[N:30]1[CH2:35][CH2:34][NH:33][CH2:32][CH2:31]1.CCN(C(C)C)C(C)C.[BH-](OC(C)=O)(OC(C)=O)OC(C)=O.[Na+]. (3) Given the product [F:1][C:2]1[CH:3]=[C:4]([C:8]2[CH:9]=[N:10][C:11]3[N:12]([C:18]([SH:19])=[N:15][N:14]=3)[N:13]=2)[CH:5]=[CH:6][CH:7]=1, predict the reactants needed to synthesize it. The reactants are: [F:1][C:2]1[CH:3]=[C:4]([C:8]2[N:13]=[N:12][C:11]([NH:14][NH2:15])=[N:10][CH:9]=2)[CH:5]=[CH:6][CH:7]=1.[OH-].[K+].[C:18](=S)=[S:19]. (4) Given the product [Si:35]([O:42][CH2:43][CH2:44][N:19]1[CH2:20][CH2:21][CH:17]([C:15]2[NH:14][C:10]3=[N:11][CH:12]=[CH:13][C:8]([C:6]4[CH:7]=[C:2]([F:1])[CH:3]=[CH:4][C:5]=4[O:22][CH3:23])=[C:9]3[CH:16]=2)[CH2:18]1)([C:38]([CH3:41])([CH3:40])[CH3:39])([CH3:37])[CH3:36], predict the reactants needed to synthesize it. The reactants are: [F:1][C:2]1[CH:3]=[CH:4][C:5]([O:22][CH3:23])=[C:6]([C:8]2[CH:13]=[CH:12][N:11]=[C:10]3[NH:14][C:15]([CH:17]4[CH2:21][CH2:20][NH:19][CH2:18]4)=[CH:16][C:9]=23)[CH:7]=1.C(N(CC)CC)C.C(O)(=O)C.[Si:35]([O:42][CH2:43][CH:44]=O)([C:38]([CH3:41])([CH3:40])[CH3:39])([CH3:37])[CH3:36].C([BH3-])#N. (5) Given the product [OH:8][N:9]1[C:15](=[O:16])[N:14]2[CH2:17][C@@H:10]1[CH2:11][CH2:12][C@@H:13]2[C:18]([NH:20][NH:21][C:22](=[O:26])[CH:23]([CH3:24])[CH3:25])=[O:19], predict the reactants needed to synthesize it. The reactants are: C([O:8][N:9]1[C:15](=[O:16])[N:14]2[CH2:17][C@@H:10]1[CH2:11][CH2:12][C@@H:13]2[C:18]([NH:20][NH:21][C:22](=[O:26])[CH:23]([CH3:25])[CH3:24])=[O:19])C1C=CC=CC=1.[H][H]. (6) The reactants are: [CH:1]1([NH:4][C:5](=[O:24])[C:6]2[CH:11]=[CH:10][C:9]([CH3:12])=[C:8]([C:13]3[CH:14]=[C:15]4[C:20](=[CH:21][CH:22]=3)[C:19](=[O:23])[NH:18][CH:17]=[CH:16]4)[CH:7]=2)[CH2:3][CH2:2]1.Cl.Cl[CH2:27][C:28]1[CH:33]=[CH:32][CH:31]=[CH:30][N:29]=1. Given the product [CH:1]1([NH:4][C:5](=[O:24])[C:6]2[CH:11]=[CH:10][C:9]([CH3:12])=[C:8]([C:13]3[CH:14]=[C:15]4[C:20](=[CH:21][CH:22]=3)[C:19](=[O:23])[N:18]([CH2:27][C:28]3[CH:33]=[CH:32][CH:31]=[CH:30][N:29]=3)[CH:17]=[CH:16]4)[CH:7]=2)[CH2:2][CH2:3]1, predict the reactants needed to synthesize it. (7) Given the product [N:1]1([C:7]([N:9]2[CH2:14][CH:13]([C:15]3[CH:20]=[CH:19][C:18]([C:21]([F:23])([F:24])[F:22])=[CH:17][CH:16]=3)[CH2:12][CH:11]([CH2:25][C:26]([OH:28])=[O:27])[CH2:10]2)=[O:8])[CH2:6][CH2:5][O:4][CH2:3][CH2:2]1, predict the reactants needed to synthesize it. The reactants are: [N:1]1([C:7]([N:9]2[CH2:14][CH:13]([C:15]3[CH:20]=[CH:19][C:18]([C:21]([F:24])([F:23])[F:22])=[CH:17][CH:16]=3)[CH2:12][CH:11]([CH2:25][C:26]([O:28]C)=[O:27])[CH2:10]2)=[O:8])[CH2:6][CH2:5][O:4][CH2:3][CH2:2]1.[OH-].[Li+].